This data is from Peptide-MHC class II binding affinity with 134,281 pairs from IEDB. The task is: Regression. Given a peptide amino acid sequence and an MHC pseudo amino acid sequence, predict their binding affinity value. This is MHC class II binding data. (1) The peptide sequence is VSGAAVVSGFVVASL. The MHC is HLA-DQA10501-DQB10301 with pseudo-sequence HLA-DQA10501-DQB10301. The binding affinity (normalized) is 1.00. (2) The peptide sequence is VVAVDIKEKGKDKWI. The MHC is DRB5_0101 with pseudo-sequence DRB5_0101. The binding affinity (normalized) is 0.455.